Dataset: Peptide-MHC class II binding affinity with 134,281 pairs from IEDB. Task: Regression. Given a peptide amino acid sequence and an MHC pseudo amino acid sequence, predict their binding affinity value. This is MHC class II binding data. (1) The peptide sequence is YWFAPGAGAAPLSWS. The MHC is DRB1_1101 with pseudo-sequence DRB1_1101. The binding affinity (normalized) is 0.411. (2) The peptide sequence is GTGSLVITASMSGHI. The MHC is HLA-DQA10101-DQB10501 with pseudo-sequence HLA-DQA10101-DQB10501. The binding affinity (normalized) is 0.194. (3) The MHC is DRB1_0901 with pseudo-sequence DRB1_0901. The binding affinity (normalized) is 0.550. The peptide sequence is NRVWNSFQIEEFGTGE. (4) The peptide sequence is AALDAQAVELTARLN. The MHC is DRB1_1201 with pseudo-sequence DRB1_1201. The binding affinity (normalized) is 0.486. (5) The peptide sequence is AFKVAATAANAANAN. The MHC is HLA-DPA10103-DPB10301 with pseudo-sequence HLA-DPA10103-DPB10301. The binding affinity (normalized) is 0.594. (6) The peptide sequence is AQAAVVRFQEAANKQ. The MHC is DRB1_0401 with pseudo-sequence DRB1_0401. The binding affinity (normalized) is 0.221.